Dataset: Full USPTO retrosynthesis dataset with 1.9M reactions from patents (1976-2016). Task: Predict the reactants needed to synthesize the given product. (1) Given the product [CH3:15][N:14]([CH2:2][C:3]1[CH:10]=[CH:9][C:6]([C:7]#[N:8])=[CH:5][CH:4]=1)[CH:11]([CH3:13])[CH3:12], predict the reactants needed to synthesize it. The reactants are: Br[CH2:2][C:3]1[CH:10]=[CH:9][C:6]([C:7]#[N:8])=[CH:5][CH:4]=1.[CH:11]([NH:14][CH3:15])([CH3:13])[CH3:12].C(N(CC)CC)C.C1COCC1. (2) Given the product [OH:18][C@@H:19]1[CH2:23][CH2:22][N:21]([C:24]2[CH:29]=[CH:28][CH:27]=[CH:26][CH:25]=2)[C:20]1=[O:30], predict the reactants needed to synthesize it. The reactants are: [Si]([O:18][C@@H:19]1[CH2:23][CH2:22][N:21]([C:24]2[CH:29]=[CH:28][CH:27]=[CH:26][CH:25]=2)[C:20]1=[O:30])(C(C)(C)C)(C1C=CC=CC=1)C1C=CC=CC=1.CCCC[N+](CCCC)(CCCC)CCCC.[F-].O. (3) Given the product [OH:11][CH2:10][C:2]1[NH:1][C:9]2[C:4]([CH:3]=1)=[CH:5][CH:6]=[CH:7][CH:8]=2, predict the reactants needed to synthesize it. The reactants are: [NH:1]1[C:9]2[C:4](=[CH:5][CH:6]=[CH:7][CH:8]=2)[CH:3]=[C:2]1[C:10](O)=[O:11].[H-].[H-].[H-].[H-].[Li+].[Al+3]. (4) Given the product [Cl:27][C:28]1[CH:33]=[CH:32][C:31]([S:34]([CH:37]([C:44]2[CH:49]=[C:48]([F:50])[CH:47]=[CH:46][C:45]=2[F:51])[CH2:38][CH2:7][CH2:6][NH:3][C:4](=[O:14])[O:55][CH2:54][CH2:53][I:52])(=[O:36])=[O:35])=[CH:30][CH:29]=1, predict the reactants needed to synthesize it. The reactants are: C([N:3]([CH2:6][CH3:7])[CH2:4]C)C.C1C=CC([O:14]P(OC2C=CC=CC=2)(N=[N+]=[N-])=O)=CC=1.[Cl:27][C:28]1[CH:33]=[CH:32][C:31]([S:34]([CH:37]([C:44]2[CH:49]=[C:48]([F:50])[CH:47]=[CH:46][C:45]=2[F:51])[CH2:38]CCC(O)=O)(=[O:36])=[O:35])=[CH:30][CH:29]=1.[I:52][CH2:53][CH2:54][OH:55]. (5) Given the product [CH2:1]1[C:14]2[C:13]3[CH:12]=[CH:11][CH:10]=[CH:9][C:8]=3[N:7]([C:18]3[CH:19]=[C:20]4[C:25](=[CH:26][CH:27]=3)[N:24]=[CH:23][N:22]=[C:21]4[OH:28])[C:6]=2[CH:5]2[CH2:4][CH2:3][N:2]1[CH2:16][CH2:15]2, predict the reactants needed to synthesize it. The reactants are: [CH2:1]1[C:14]2[C:13]3[CH:12]=[CH:11][CH:10]=[CH:9][C:8]=3[NH:7][C:6]=2[CH:5]2[CH2:15][CH2:16][N:2]1[CH2:3][CH2:4]2.Br[C:18]1[CH:19]=[C:20]2[C:25](=[CH:26][CH:27]=1)[N:24]=[CH:23][N:22]=[C:21]2[O:28]C. (6) Given the product [NH2:17][C:4]1[N:3]=[C:2]([NH:31][CH2:30][CH2:29][C:26]2[CH:25]=[CH:24][C:23]([S:19]([NH2:20])(=[O:21])=[O:22])=[CH:28][CH:27]=2)[CH:7]=[C:6]([C:8]2[CH:13]=[C:12]([CH3:14])[C:11]([F:15])=[CH:10][C:9]=2[CH3:16])[N:5]=1, predict the reactants needed to synthesize it. The reactants are: Cl[C:2]1[CH:7]=[C:6]([C:8]2[CH:13]=[C:12]([CH3:14])[C:11]([F:15])=[CH:10][C:9]=2[CH3:16])[N:5]=[C:4]([NH2:17])[N:3]=1.[Cl-].[S:19]([C:23]1[CH:28]=[CH:27][C:26]([CH2:29][CH2:30][NH3+:31])=[CH:25][CH:24]=1)(=[O:22])(=[O:21])[NH2:20]. (7) The reactants are: C(OC([N:8]1[CH2:12][C@@H:11]([CH2:13][N:14]([CH:31]([CH3:33])[CH3:32])[C:15](=[O:30])[C:16]2[CH:21]=[CH:20][C:19]([O:22][CH3:23])=[C:18]([O:24][CH2:25][CH2:26][CH2:27][O:28][CH3:29])[CH:17]=2)[C@H:10]([NH2:34])[CH2:9]1)=O)(C)(C)C.[CH2:35]([S:38](Cl)(=[O:40])=[O:39])[CH2:36][CH3:37].CC#N.O.CC#N. Given the product [CH:31]([N:14]([CH2:13][C@H:11]1[C@H:10]([NH:34][S:38]([CH2:35][CH2:36][CH3:37])(=[O:40])=[O:39])[CH2:9][NH:8][CH2:12]1)[C:15](=[O:30])[C:16]1[CH:21]=[CH:20][C:19]([O:22][CH3:23])=[C:18]([O:24][CH2:25][CH2:26][CH2:27][O:28][CH3:29])[CH:17]=1)([CH3:33])[CH3:32], predict the reactants needed to synthesize it. (8) Given the product [Cl:1][C:2]1[CH:3]=[C:4]([N:10]2[C:14]([CH3:15])=[C:13]([CH2:16][C:17]3[CH:18]=[CH:19][C:20]([C:21]([NH:30][CH:27]([CH3:29])[CH3:28])=[O:22])=[CH:24][CH:25]=3)[C:12]([CH3:26])=[N:11]2)[CH:5]=[CH:6][C:7]=1[C:8]#[N:9], predict the reactants needed to synthesize it. The reactants are: [Cl:1][C:2]1[CH:3]=[C:4]([N:10]2[C:14]([CH3:15])=[C:13]([CH2:16][C:17]3[CH:25]=[CH:24][C:20]([C:21](O)=[O:22])=[CH:19][CH:18]=3)[C:12]([CH3:26])=[N:11]2)[CH:5]=[CH:6][C:7]=1[C:8]#[N:9].[CH:27]([NH2:30])([CH3:29])[CH3:28]. (9) Given the product [CH2:1]([O:8][C:9]1[CH:24]=[CH:23][C:12]([O:13][C:14]2[C:15]([C:21]#[N:22])=[N:16][C:17]([F:25])=[CH:18][N:19]=2)=[CH:11][CH:10]=1)[C:2]1[CH:7]=[CH:6][CH:5]=[CH:4][CH:3]=1, predict the reactants needed to synthesize it. The reactants are: [CH2:1]([O:8][C:9]1[CH:24]=[CH:23][C:12]([O:13][C:14]2[C:15]([C:21]#[N:22])=[N:16][C:17](Cl)=[CH:18][N:19]=2)=[CH:11][CH:10]=1)[C:2]1[CH:7]=[CH:6][CH:5]=[CH:4][CH:3]=1.[F-:25].[K+].C(OCC)(=O)C.O.